This data is from Forward reaction prediction with 1.9M reactions from USPTO patents (1976-2016). The task is: Predict the product of the given reaction. (1) Given the reactants [C:1](N1C=CN=C1)(N1C=CN=C1)=[O:2].[NH:13]1[C:17]([CH2:18][CH2:19][CH2:20][OH:21])=[CH:16][N:15]=[CH:14]1.O.Cl.Cl.[CH2:25]1[C:33]2[C:28](=[CH:29][CH:30]=[CH:31][CH:32]=2)[CH2:27][CH:26]1[NH:34][C:35]1[N:36]=[CH:37][C:38]2[CH2:43][NH:42][CH2:41][C:39]=2[N:40]=1, predict the reaction product. The product is: [CH2:27]1[C:28]2[C:33](=[CH:32][CH:31]=[CH:30][CH:29]=2)[CH2:25][CH:26]1[NH:34][C:35]1[N:36]=[CH:37][C:38]2[CH2:43][N:42]([C:1]([O:21][CH2:20][CH2:19][CH2:18][C:17]3[NH:13][CH:14]=[N:15][CH:16]=3)=[O:2])[CH2:41][C:39]=2[N:40]=1. (2) Given the reactants [CH2:1]([O:8][C:9](=[O:25])[CH2:10][C:11]1[CH:16]=[C:15]([O:17][CH3:18])[C:14]([O:19][CH3:20])=[CH:13][C:12]=1[S:21](Cl)(=[O:23])=[O:22])[C:2]1[CH:7]=[CH:6][CH:5]=[CH:4][CH:3]=1.C(N(CC)CC)C.[NH:33]1[CH2:38][CH2:37][O:36][CH2:35][CH2:34]1.O, predict the reaction product. The product is: [CH2:1]([O:8][C:9](=[O:25])[CH2:10][C:11]1[CH:16]=[C:15]([O:17][CH3:18])[C:14]([O:19][CH3:20])=[CH:13][C:12]=1[S:21]([N:33]1[CH2:38][CH2:37][O:36][CH2:35][CH2:34]1)(=[O:23])=[O:22])[C:2]1[CH:7]=[CH:6][CH:5]=[CH:4][CH:3]=1. (3) Given the reactants [Si](=O)=O.[CH2:4]=[CH:5][CH2:6][NH3+:7].[CH2:8]1[O:10][CH:9]1[CH2:11][Cl:12].C([O-])(O)=O, predict the reaction product. The product is: [CH2:4]=[CH:5][CH2:6][NH2:7].[CH2:8]1[O:10][CH:9]1[CH2:11][Cl:12]. (4) Given the reactants [C:1]([C:3]1[C:4]([C:19]([F:22])([F:21])[F:20])=[C:5]2[C:9](=[CH:10][CH:11]=1)[N:8]([CH2:12][C:13](O)=[O:14])[C:7]([CH:16]1[CH2:18][CH2:17]1)=[CH:6]2)#[N:2].[F:23][C:24]([F:36])([F:35])[C:25]1[CH:26]=[C:27]([CH:32]=[CH:33][CH:34]=1)[C:28]([NH:30][NH2:31])=O, predict the reaction product. The product is: [CH:16]1([C:7]2[N:8]([CH2:12][C:13]3[O:14][C:28]([C:27]4[CH:32]=[CH:33][CH:34]=[C:25]([C:24]([F:23])([F:35])[F:36])[CH:26]=4)=[N:30][N:31]=3)[C:9]3[C:5]([CH:6]=2)=[C:4]([C:19]([F:21])([F:22])[F:20])[C:3]([C:1]#[N:2])=[CH:11][CH:10]=3)[CH2:17][CH2:18]1. (5) Given the reactants Br[CH2:2][CH2:3][O:4][C:5]1[CH:10]=[CH:9][C:8]([N:11]2[CH2:16][CH2:15][N:14]([C:17]([C:19]3[CH:24]=[CH:23][CH:22]=[CH:21][CH:20]=3)=[O:18])[CH2:13][CH2:12]2)=[CH:7][CH:6]=1.[NH:25]1[CH2:30][CH2:29][CH2:28][CH2:27][CH2:26]1, predict the reaction product. The product is: [C:19]1([C:17]([N:14]2[CH2:15][CH2:16][N:11]([C:8]3[CH:9]=[CH:10][C:5]([O:4][CH2:3][CH2:2][N:25]4[CH2:30][CH2:29][CH2:28][CH2:27][CH2:26]4)=[CH:6][CH:7]=3)[CH2:12][CH2:13]2)=[O:18])[CH:24]=[CH:23][CH:22]=[CH:21][CH:20]=1.